This data is from NCI-60 drug combinations with 297,098 pairs across 59 cell lines. The task is: Regression. Given two drug SMILES strings and cell line genomic features, predict the synergy score measuring deviation from expected non-interaction effect. (1) Drug 1: CC1=CC=C(C=C1)C2=CC(=NN2C3=CC=C(C=C3)S(=O)(=O)N)C(F)(F)F. Drug 2: C(CN)CNCCSP(=O)(O)O. Cell line: NCI-H522. Synergy scores: CSS=-0.291, Synergy_ZIP=1.38, Synergy_Bliss=0.749, Synergy_Loewe=0.761, Synergy_HSA=-0.799. (2) Drug 1: COC1=C(C=C2C(=C1)N=CN=C2NC3=CC(=C(C=C3)F)Cl)OCCCN4CCOCC4. Drug 2: CNC(=O)C1=NC=CC(=C1)OC2=CC=C(C=C2)NC(=O)NC3=CC(=C(C=C3)Cl)C(F)(F)F. Cell line: OVCAR-4. Synergy scores: CSS=16.2, Synergy_ZIP=-9.55, Synergy_Bliss=-2.49, Synergy_Loewe=-2.91, Synergy_HSA=-2.21. (3) Drug 1: CC(C)(C#N)C1=CC(=CC(=C1)CN2C=NC=N2)C(C)(C)C#N. Drug 2: C1CN(P(=O)(OC1)NCCCl)CCCl. Cell line: OVCAR3. Synergy scores: CSS=-3.78, Synergy_ZIP=-0.0698, Synergy_Bliss=1.04, Synergy_Loewe=-6.35, Synergy_HSA=-4.81. (4) Drug 1: C1=CC(=CC=C1C#N)C(C2=CC=C(C=C2)C#N)N3C=NC=N3. Drug 2: C1CN(P(=O)(OC1)NCCCl)CCCl. Cell line: COLO 205. Synergy scores: CSS=-22.3, Synergy_ZIP=7.77, Synergy_Bliss=0.331, Synergy_Loewe=-11.5, Synergy_HSA=-10.4. (5) Drug 1: CC1=CC=C(C=C1)C2=CC(=NN2C3=CC=C(C=C3)S(=O)(=O)N)C(F)(F)F. Drug 2: CCC(=C(C1=CC=CC=C1)C2=CC=C(C=C2)OCCN(C)C)C3=CC=CC=C3.C(C(=O)O)C(CC(=O)O)(C(=O)O)O. Cell line: MDA-MB-435. Synergy scores: CSS=4.30, Synergy_ZIP=0.851, Synergy_Bliss=4.70, Synergy_Loewe=3.52, Synergy_HSA=3.79. (6) Drug 1: C1=CC=C(C=C1)NC(=O)CCCCCCC(=O)NO. Drug 2: C#CCC(CC1=CN=C2C(=N1)C(=NC(=N2)N)N)C3=CC=C(C=C3)C(=O)NC(CCC(=O)O)C(=O)O. Cell line: NCI-H460. Synergy scores: CSS=71.0, Synergy_ZIP=2.22, Synergy_Bliss=0.764, Synergy_Loewe=-25.3, Synergy_HSA=1.22.